Dataset: Full USPTO retrosynthesis dataset with 1.9M reactions from patents (1976-2016). Task: Predict the reactants needed to synthesize the given product. Given the product [Cl:1][C:2]1[CH:8]=[CH:7][C:5]([N:6]2[CH:34]=[C:33]([C:32]([O:36][CH2:37][CH3:38])=[O:35])[N:26]=[N:27]2)=[C:4]([C:9]2[CH:14]=[C:13]([O:15][CH3:16])[N:12]=[CH:11][N:10]=2)[CH:3]=1, predict the reactants needed to synthesize it. The reactants are: [Cl:1][C:2]1[CH:8]=[CH:7][C:5]([NH2:6])=[C:4]([C:9]2[CH:14]=[C:13]([O:15][CH3:16])[N:12]=[CH:11][N:10]=2)[CH:3]=1.N(OCCC(C)C)=O.N([Si](C)(C)C)=[N+:26]=[N-:27].[C:32]([O:36][CH2:37][CH3:38])(=[O:35])[C:33]#[CH:34].